Task: Predict which catalyst facilitates the given reaction.. Dataset: Catalyst prediction with 721,799 reactions and 888 catalyst types from USPTO (1) Reactant: [OH:1][CH2:2][C:3]1[CH:8]=[C:7]([N+:9]([O-])=O)[CH:6]=[CH:5][C:4]=1[N:12]1[CH2:17][CH2:16][N:15]([C:18]([O:20][C:21]([CH3:24])([CH3:23])[CH3:22])=[O:19])[CH2:14][C@@H:13]1[CH3:25].[H][H]. Product: [NH2:9][C:7]1[CH:6]=[CH:5][C:4]([N:12]2[CH2:17][CH2:16][N:15]([C:18]([O:20][C:21]([CH3:22])([CH3:23])[CH3:24])=[O:19])[CH2:14][C@@H:13]2[CH3:25])=[C:3]([CH2:2][OH:1])[CH:8]=1. The catalyst class is: 29. (2) Reactant: [CH2:1]([OH:4])[CH2:2][OH:3].[NH2-:5].[Na+].[C:7]([C:11]1[CH:16]=[CH:15][C:14]([S:17]([NH:20][C:21]2[C:26]([O:27][C:28]3[CH:33]=[CH:32][CH:31]=[CH:30][C:29]=3[O:34][CH3:35])=[C:25](Cl)[N:24]=[CH:23][N:22]=2)(=[O:19])=[O:18])=[CH:13][CH:12]=1)([CH3:10])([CH3:9])[CH3:8].Cl. Product: [CH3:8][C:7]([C:11]1[CH:16]=[CH:15][C:14]([S:17]([NH:20][C:21]2[C:26]([O:27][C:28]3[CH:33]=[CH:32][CH:31]=[CH:30][C:29]=3[O:34][CH3:35])=[C:25]([O:3][CH2:2][CH2:1][OH:4])[N:24]=[C:23]([C:23]3[N:5]=[CH:25][CH:26]=[CH:21][N:22]=3)[N:22]=2)(=[O:19])=[O:18])=[CH:13][CH:12]=1)([CH3:10])[CH3:9]. The catalyst class is: 6. (3) The catalyst class is: 6. Product: [CH2:17]1[CH2:27][CH2:26][N:25]2[C:20](=[N:21][CH2:22][CH2:23][CH2:24]2)[CH2:19][CH2:18]1.[C:1]1([S:11]([OH:14])(=[O:12])=[O:13])[C:10]2[C:5](=[CH:6][CH:7]=[CH:8][CH:9]=2)[CH:4]=[CH:3][CH:2]=1.[CH2:15]=[O:16]. Reactant: [C:1]1([S:11]([OH:14])(=[O:13])=[O:12])[C:10]2[C:5](=[CH:6][CH:7]=[CH:8][CH:9]=2)[CH:4]=[CH:3][CH:2]=1.[CH2:15]=[O:16].[CH2:17]1[CH2:27][CH2:26][N:25]2[C:20](=[N:21][CH2:22][CH2:23][CH2:24]2)[CH2:19][CH2:18]1.